Task: Regression. Given a peptide amino acid sequence and an MHC pseudo amino acid sequence, predict their binding affinity value. This is MHC class II binding data.. Dataset: Peptide-MHC class II binding affinity with 134,281 pairs from IEDB (1) The MHC is H-2-IAb with pseudo-sequence H-2-IAb. The peptide sequence is CSNSHVNTLRFLVKN. The binding affinity (normalized) is 0.255. (2) The peptide sequence is FNIQYVNYWFAPGAA. The MHC is DRB1_0901 with pseudo-sequence DRB1_0901. The binding affinity (normalized) is 0.159.